Dataset: NCI-60 drug combinations with 297,098 pairs across 59 cell lines. Task: Regression. Given two drug SMILES strings and cell line genomic features, predict the synergy score measuring deviation from expected non-interaction effect. (1) Drug 1: C1=C(C(=O)NC(=O)N1)F. Drug 2: C1CCC(C(C1)N)N.C(=O)(C(=O)[O-])[O-].[Pt+4]. Cell line: MOLT-4. Synergy scores: CSS=41.7, Synergy_ZIP=7.09, Synergy_Bliss=3.76, Synergy_Loewe=6.16, Synergy_HSA=8.55. (2) Cell line: HCC-2998. Synergy scores: CSS=8.65, Synergy_ZIP=-7.70, Synergy_Bliss=-11.9, Synergy_Loewe=-13.9, Synergy_HSA=-12.2. Drug 1: C1=CC(=CC=C1CC(C(=O)O)N)N(CCCl)CCCl.Cl. Drug 2: C1CN1P(=S)(N2CC2)N3CC3. (3) Drug 1: C1CCC(C1)C(CC#N)N2C=C(C=N2)C3=C4C=CNC4=NC=N3. Drug 2: CC12CCC(CC1=CCC3C2CCC4(C3CC=C4C5=CN=CC=C5)C)O. Cell line: MOLT-4. Synergy scores: CSS=1.75, Synergy_ZIP=-3.09, Synergy_Bliss=-4.62, Synergy_Loewe=-5.41, Synergy_HSA=-5.19. (4) Drug 1: C1CNP(=O)(OC1)N(CCCl)CCCl. Drug 2: CC(C)CN1C=NC2=C1C3=CC=CC=C3N=C2N. Cell line: RXF 393. Synergy scores: CSS=-9.43, Synergy_ZIP=2.78, Synergy_Bliss=-4.22, Synergy_Loewe=-10.2, Synergy_HSA=-9.90. (5) Synergy scores: CSS=48.9, Synergy_ZIP=-5.10, Synergy_Bliss=-0.921, Synergy_Loewe=-21.6, Synergy_HSA=1.00. Drug 1: COC1=CC(=CC(=C1O)OC)C2C3C(COC3=O)C(C4=CC5=C(C=C24)OCO5)OC6C(C(C7C(O6)COC(O7)C8=CC=CS8)O)O. Drug 2: C1CN(CCN1C(=O)CCBr)C(=O)CCBr. Cell line: HCT-15. (6) Drug 1: CC(C1=C(C=CC(=C1Cl)F)Cl)OC2=C(N=CC(=C2)C3=CN(N=C3)C4CCNCC4)N. Drug 2: CNC(=O)C1=NC=CC(=C1)OC2=CC=C(C=C2)NC(=O)NC3=CC(=C(C=C3)Cl)C(F)(F)F. Cell line: RXF 393. Synergy scores: CSS=14.9, Synergy_ZIP=-9.69, Synergy_Bliss=-9.27, Synergy_Loewe=-11.4, Synergy_HSA=-8.76. (7) Drug 1: C1CC(=O)NC(=O)C1N2CC3=C(C2=O)C=CC=C3N. Drug 2: B(C(CC(C)C)NC(=O)C(CC1=CC=CC=C1)NC(=O)C2=NC=CN=C2)(O)O. Cell line: PC-3. Synergy scores: CSS=7.33, Synergy_ZIP=3.12, Synergy_Bliss=0.712, Synergy_Loewe=2.12, Synergy_HSA=2.12. (8) Drug 1: CS(=O)(=O)C1=CC(=C(C=C1)C(=O)NC2=CC(=C(C=C2)Cl)C3=CC=CC=N3)Cl. Drug 2: C1=NC2=C(N=C(N=C2N1C3C(C(C(O3)CO)O)F)Cl)N. Cell line: SF-295. Synergy scores: CSS=4.23, Synergy_ZIP=-2.94, Synergy_Bliss=-2.90, Synergy_Loewe=-6.08, Synergy_HSA=-3.26. (9) Drug 1: CC1OCC2C(O1)C(C(C(O2)OC3C4COC(=O)C4C(C5=CC6=C(C=C35)OCO6)C7=CC(=C(C(=C7)OC)O)OC)O)O. Drug 2: CN(CC1=CN=C2C(=N1)C(=NC(=N2)N)N)C3=CC=C(C=C3)C(=O)NC(CCC(=O)O)C(=O)O. Cell line: HL-60(TB). Synergy scores: CSS=93.2, Synergy_ZIP=1.82, Synergy_Bliss=2.01, Synergy_Loewe=-9.18, Synergy_HSA=3.33. (10) Drug 1: C1=C(C(=O)NC(=O)N1)N(CCCl)CCCl. Drug 2: C1CN(CCN1C(=O)CCBr)C(=O)CCBr. Cell line: NCIH23. Synergy scores: CSS=54.1, Synergy_ZIP=2.49, Synergy_Bliss=4.83, Synergy_Loewe=-4.69, Synergy_HSA=7.14.